Regression. Given a target protein amino acid sequence and a drug SMILES string, predict the binding affinity score between them. We predict pIC50 (pIC50 = -log10(IC50 in M); higher means more potent). Dataset: bindingdb_ic50. From a dataset of Drug-target binding data from BindingDB using IC50 measurements. (1) The drug is O=C(NCC(=O)N1CCCC1)c1ccnc2ccccc12. The target protein (P48147) has sequence MLSLQYPDVYRDETAVQDYHGHKICDPYAWLEDPDSEQTKAFVEAQNKITVPFLEQCPIRGLYKERMTELYDYPKYSCHFKKGKRYFYFYNTGLQNQRVLYVQDSLEGEARVFLDPNILSDDGTVALRGYAFSEDGEYFAYGLSASGSDWVTIKFMKVDGAKELPDVLERVKFSCMAWTHDGKGMFYNSYPQQDGKSDGTETSTNLHQKLYYHVLGTDQSEDILCAEFPDEPKWMGGAELSDDGRYVLLSIREGCDPVNRLWYCDLQQESSGIAGILKWVKLIDNFEGEYDYVTNEGTVFTFKTNRQSPNYRVINIDFRDPEESKWKVLVPEHEKDVLEWIACVRSNFLVLCYLHDVKNILQLHDLTTGALLKTFPLDVGSIVGYSGQKKDTEIFYQFTSFLSPGIIYHCDLTKEELEPRVFREVTVKGIDASDYQTVQIFYPSKDGTKIPMFIVHKKGIKLDGSHPAFLYGYGGFNISITPNYSVSRLIFVRHMGGILA.... The pIC50 is 4.3. (2) The compound is COc1ccc2ncc(-c3cccc(/C=N/O)c3)n2n1. The target protein (P22518) has sequence MRHSKRTYCPDWDERDWDYGTWRSSSSHKRKKRSHSSAREQKRCRYDHSKTTDSYYLESRSINEKAYHSRRYVDEYRNDYMGYEPGHPYGEPGSRYQMHSSKSSGRSGRSSYKSKHRSRHHTSQHHSHGKSHRRKRSRSVEDDEEGHLICQSGDVLSARYEIVDTLGEGAFGKVVECIDHKVGGRRVAVKIVKNVDRYCEAAQSEIQVLEHLNTTDPHSTFRCVQMLEWFEHRGHICIVFELLGLSTYDFIKENSFLPFRMDHIRKMAYQICKSVNFLHSNKLTHTDLKPENILFVKSDYTEAYNPKMKRDERTIVNPDIKVVDFGSATYDDEHHSTLVSTRHYRAPEVILALGWSQPCDVWSIGCILIEYYLGFTVFPTHDSREHLAMMERILGPLPKHMIQKTRKRRYFHHDRLDWDEHSSAGRYVSRRCKPLKEFMLSQDAEHELLFDLIGKMLEYDPAKRITLKEALKHPFFYPLKKHT. The pIC50 is 6.6. (3) The small molecule is OCC1NC(CO)[C@@H](O)C(O)C1O. The target protein (P17164) has sequence MWDLKSEWWAVGFGLLLLLAASAQAGGLAPHHYTPDWPSLDSRPLPRWFDEAKFGLFVHWGVYSVPAWGSEWFWWHWQGEQSSAYVRFMKENYPPGFSYADFAPQFTARFFHPEEWADLFQAAGAKYVVLTAKHHEGFTNWPSAVSWNWNSKDVGPHRDLVGELGAAVRKRNIRYGLYHSLFEWFHPLYLLDKKNGLKTQHFVSTKTMPELYDLVNRYKPDLIWSDGEWECPDSYWNSTEFLAWLYNESPVKDQVVVNDRWGQNCSCRHGGYYNCEDKYRPHSLPDHKWEMCTSVDKASWGYRRDMSMSTIVDENEIIEELVQTISLGGNYLLNIGPNKDGVIVPIFQERLLAVGKWLQINGEAIYASKPWRVQSERNKTVVWYTTKDSAVYATFLHWPEDGVVNLQSPKMTSATKITMLGMEGELHWTQDPLEGVLITLPQLPPGTFPVESAWTLKLTKVN. The pIC50 is 4.7.